This data is from Reaction yield outcomes from USPTO patents with 853,638 reactions. The task is: Predict the reaction yield, written as a fraction of the theoretical maximum amount of product (1.0 means a 100% yield; for example, 0.34 means a 34% yield). The reactants are O=P(Cl)(Cl)Cl.[CH2:6]([C:8]1([S:17]([C:20]2[CH:25]=[CH:24][CH:23]=[C:22]([C:26]([F:29])([F:28])[F:27])[CH:21]=2)(=[O:19])=[O:18])[CH2:13][CH2:12][O:11][CH:10]([C:14]([NH2:16])=O)[CH2:9]1)[CH3:7]. The catalyst is N1C=CC=CC=1.O. The product is [CH2:6]([C:8]1([S:17]([C:20]2[CH:25]=[CH:24][CH:23]=[C:22]([C:26]([F:28])([F:29])[F:27])[CH:21]=2)(=[O:18])=[O:19])[CH2:13][CH2:12][O:11][CH:10]([C:14]#[N:16])[CH2:9]1)[CH3:7]. The yield is 0.680.